This data is from Peptide-MHC class I binding affinity with 185,985 pairs from IEDB/IMGT. The task is: Regression. Given a peptide amino acid sequence and an MHC pseudo amino acid sequence, predict their binding affinity value. This is MHC class I binding data. (1) The peptide sequence is AYSSWMYSY. The MHC is HLA-B35:01 with pseudo-sequence HLA-B35:01. The binding affinity (normalized) is 0. (2) The peptide sequence is YPPPRYITV. The MHC is HLA-B45:06 with pseudo-sequence HLA-B45:06. The binding affinity (normalized) is 0.213. (3) The peptide sequence is ALVEICTEMEK. The MHC is HLA-A23:01 with pseudo-sequence HLA-A23:01. The binding affinity (normalized) is 0. (4) The peptide sequence is HLSGWELAK. The MHC is HLA-A69:01 with pseudo-sequence HLA-A69:01. The binding affinity (normalized) is 0.0847. (5) The peptide sequence is ATPYDINQML. The MHC is Patr-A0401 with pseudo-sequence Patr-A0401. The binding affinity (normalized) is 0.